The task is: Predict the reactants needed to synthesize the given product.. This data is from Full USPTO retrosynthesis dataset with 1.9M reactions from patents (1976-2016). (1) Given the product [NH2:26][C:25]1[CH:27]=[CH:28][CH:29]=[CH:30][C:24]=1[C:22]#[C:23][C:4]1[CH:3]=[CH:2][C:7]([Cl:32])=[CH:6][C:5]=1[CH2:8][OH:9], predict the reactants needed to synthesize it. The reactants are: Cl[C:2]1[CH:7]=[CH:6][C:5]([CH2:8][OH:9])=[C:4](I)[CH:3]=1.CCN(CC)CC.N#N.[H][H].[C:22]([C:24]1[CH:30]=[CH:29][CH:28]=[CH:27][C:25]=1[NH2:26])#[CH:23].C(Cl)[Cl:32]. (2) The reactants are: [N:1]1[O:2][N:3]=[C:4]2[CH:9]=[C:8]([O:10][C:11]3[N:30]=[CH:29][CH:28]=[CH:27][C:12]=3[C:13]([NH:15][CH2:16][C:17]3[CH:22]=[CH:21][C:20]([C:23](O)([CH3:25])[CH3:24])=[CH:19][CH:18]=3)=[O:14])[CH:7]=[CH:6][C:5]=12.C[Si]([C:35]#[N:36])(C)C.[Sn](Cl)(Cl)(Cl)Cl.C(=O)([O-])[O-].[K+].[K+].O.O.[F-].[K+]. Given the product [N:1]1[O:2][N:3]=[C:4]2[CH:9]=[C:8]([O:10][C:11]3[N:30]=[CH:29][CH:28]=[CH:27][C:12]=3[C:13]([NH:15][CH2:16][C:17]3[CH:18]=[CH:19][C:20]([C:23]([C:35]#[N:36])([CH3:25])[CH3:24])=[CH:21][CH:22]=3)=[O:14])[CH:7]=[CH:6][C:5]=12, predict the reactants needed to synthesize it.